Dataset: Reaction yield outcomes from USPTO patents with 853,638 reactions. Task: Predict the reaction yield, written as a fraction of the theoretical maximum amount of product (1.0 means a 100% yield; for example, 0.34 means a 34% yield). The reactants are [NH2:1][C:2]1[CH:7]=[C:6]([CH3:8])[C:5]([Cl:9])=[CH:4][C:3]=1[NH:10][CH2:11][CH:12]([OH:19])[CH:13]([OH:18])[CH:14]([OH:17])[CH2:15][OH:16].O.[NH:21]1[C:29](=[O:30])[C:27](=O)[C:25](=O)[NH:24][C:22]1=[O:23].[B]=O. The catalyst is C(O)(=O)C. The product is [Cl:9][C:5]1[C:6]([CH3:8])=[CH:7][C:2]2[N:1]=[C:27]3[C:25]([N:10]([CH2:11][CH:12]([OH:19])[CH:13]([OH:18])[CH:14]([OH:17])[CH2:15][OH:16])[C:3]=2[CH:4]=1)=[N:24][C:22](=[O:23])[NH:21][C:29]3=[O:30]. The yield is 0.0530.